Task: Predict which catalyst facilitates the given reaction.. Dataset: Catalyst prediction with 721,799 reactions and 888 catalyst types from USPTO (1) Reactant: C([O:4][C:5]1[CH:10]=[CH:9][C:8]([C:11]#[N:12])=[CH:7][C:6]=1[CH3:13])(=O)C.C(=O)([O-])[O-].[K+].[K+]. Product: [OH:4][C:5]1[CH:10]=[CH:9][C:8]([C:11]#[N:12])=[CH:7][C:6]=1[CH3:13]. The catalyst class is: 24. (2) Reactant: [CH:1]1([NH:7][C:8](=[O:29])[C:9]2[CH:14]=[CH:13][C:12]([C:15]3[NH:19][C:18]([C:20]4[CH:25]=[CH:24][C:23]([N+:26]([O-])=O)=[CH:22][CH:21]=4)=[N:17][CH:16]=3)=[CH:11][CH:10]=2)[CH2:6][CH2:5][CH2:4][CH2:3][CH2:2]1. Product: [NH2:26][C:23]1[CH:22]=[CH:21][C:20]([C:18]2[NH:19][C:15]([C:12]3[CH:13]=[CH:14][C:9]([C:8]([NH:7][CH:1]4[CH2:6][CH2:5][CH2:4][CH2:3][CH2:2]4)=[O:29])=[CH:10][CH:11]=3)=[CH:16][N:17]=2)=[CH:25][CH:24]=1. The catalyst class is: 92. (3) Reactant: [I:1][C:2]1[CH:3]=[C:4]([CH:8]([NH:10][O:11][CH3:12])[CH3:9])[CH:5]=[CH:6][CH:7]=1.C(N(CC)CC)C.[F:20][CH:21]([F:31])[C:22]1[C:26]([C:27](Cl)=[O:28])=[CH:25][N:24]([CH3:30])[N:23]=1. The catalyst class is: 46. Product: [I:1][C:2]1[CH:3]=[C:4]([CH:8]([N:10]([O:11][CH3:12])[C:27]([C:26]2[C:22]([CH:21]([F:31])[F:20])=[N:23][N:24]([CH3:30])[CH:25]=2)=[O:28])[CH3:9])[CH:5]=[CH:6][CH:7]=1. (4) Reactant: [OH:1][C:2]1[CH:10]=[C:9]2[C:5]([CH:6]=[C:7]([C:12]([OH:14])=O)[N:8]2[CH3:11])=[CH:4][CH:3]=1.[C:15]([O:19][C:20]([N:22]1[CH2:27][CH2:26][NH:25][CH2:24][CH2:23]1)=[O:21])([CH3:18])([CH3:17])[CH3:16].Cl.C(N=C=NCCCN(C)C)C.O.ON1C2C=CC=CC=2N=N1.Cl[C:52]1[CH:57]=[CH:56][C:55]([N+:58]([O-:60])=[O:59])=[CH:54][N:53]=1.C([O-])([O-])=O.[K+].[K+]. Product: [C:15]([O:19][C:20]([N:22]1[CH2:27][CH2:26][N:25]([C:12]([C:7]2[N:8]([CH3:11])[C:9]3[C:5]([CH:6]=2)=[CH:4][CH:3]=[C:2]([O:1][C:52]2[CH:57]=[CH:56][C:55]([N+:58]([O-:60])=[O:59])=[CH:54][N:53]=2)[CH:10]=3)=[O:14])[CH2:24][CH2:23]1)=[O:21])([CH3:18])([CH3:16])[CH3:17]. The catalyst class is: 3. (5) Reactant: [CH3:1][O:2][C:3]([C@@H:5]([N:13]1[CH2:21][C:17]2[CH:18]=[CH:19][S:20][C:16]=2[CH2:15][CH2:14]1)[C:6]1[CH:7]=[CH:8][CH:9]=[CH:10][C:11]=1[Cl:12])=[O:4].[S:22](=[O:26])(=[O:25])([OH:24])[OH:23]. Product: [CH3:1][O:2][C:3]([C@@H:5]([N:13]1[CH2:21][C:17]2[CH:18]=[CH:19][S:20][C:16]=2[CH2:15][CH2:14]1)[C:6]1[C:11]([Cl:12])=[CH:10][CH:9]=[CH:8][CH:7]=1)=[O:4].[OH:25][S:22]([OH:26])(=[O:24])=[O:23]. The catalyst class is: 8. (6) Reactant: C(O)(C(F)(F)F)=O.[N:8]1([C:25]([O:27][CH2:28][C:29]2[CH:34]=[CH:33][CH:32]=[CH:31][CH:30]=2)=[O:26])[CH2:13][CH2:12][N:11](C(OC(C)(C)C)=O)[CH2:10][CH:9]1[C:21]([O:23][CH3:24])=[O:22]. The catalyst class is: 2. Product: [N:8]1([C:25]([O:27][CH2:28][C:29]2[CH:34]=[CH:33][CH:32]=[CH:31][CH:30]=2)=[O:26])[CH2:13][CH2:12][NH:11][CH2:10][CH:9]1[C:21]([O:23][CH3:24])=[O:22]. (7) Reactant: [F:1][C:2]([F:27])([F:26])[C:3]1[CH:4]=[C:5]([CH:19]=[C:20]([C:22]([F:25])([F:24])[F:23])[CH:21]=1)[CH2:6][NH:7][C:8]([C:10]1([CH2:15][CH:16]2[CH2:18][CH2:17]2)[CH2:14][CH2:13][NH:12][CH2:11]1)=[O:9].O=[CH:29][C:30]1[CH:38]=[CH:37][C:35]([OH:36])=[C:32]([O:33][CH3:34])[CH:31]=1.[BH-](OC(C)=O)(OC(C)=O)OC(C)=O.[Na+]. Product: [F:27][C:2]([F:26])([F:1])[C:3]1[CH:4]=[C:5]([CH:19]=[C:20]([C:22]([F:25])([F:24])[F:23])[CH:21]=1)[CH2:6][NH:7][C:8]([C:10]1([CH2:15][CH:16]2[CH2:18][CH2:17]2)[CH2:14][CH2:13][N:12]([CH2:29][C:30]2[CH:38]=[CH:37][C:35]([OH:36])=[C:32]([O:33][CH3:34])[CH:31]=2)[CH2:11]1)=[O:9]. The catalyst class is: 2.